From a dataset of Catalyst prediction with 721,799 reactions and 888 catalyst types from USPTO. Predict which catalyst facilitates the given reaction. Reactant: [CH2:1]([O:3][C:4](=[O:11])[CH:5](CC)[C:6](=[O:8])[CH3:7])[CH3:2].[CH2:12](O)[CH2:13][OH:14].C1(C)C=CC(S(O)(=O)=O)=CC=1. Product: [CH2:1]([O:3][C:4](=[O:11])[CH2:5][C:6]1([CH3:7])[O:8][CH2:12][CH2:13][O:14]1)[CH3:2]. The catalyst class is: 11.